Task: Predict the reactants needed to synthesize the given product.. Dataset: Full USPTO retrosynthesis dataset with 1.9M reactions from patents (1976-2016) (1) Given the product [OH:1][C:2]1[CH:12]=[C:6]2[C:5](=[CH:4][CH:3]=1)[C:10](=[O:11])[NH:9][CH2:7]2, predict the reactants needed to synthesize it. The reactants are: [OH:1][C:2]1[CH:12]=[C:6]2[C:7]([NH:9][C:10](=[O:11])[C:5]2=[CH:4][CH:3]=1)=O. (2) Given the product [Cl:26][C:17]1[CH:16]=[C:15]([C:13]2[O:14][C:10]3[CH2:9][CH2:8][CH:7]([O:6][CH2:5][CH:4]([NH:1][C:47](=[O:48])[CH3:42])[CH3:28])[CH2:27][C:11]=3[N:12]=2)[CH:20]=[CH:19][C:18]=1[O:21][CH2:22][CH:23]1[CH2:25][CH2:24]1, predict the reactants needed to synthesize it. The reactants are: [N:1]([CH:4]([CH3:28])[CH2:5][O:6][CH:7]1[CH2:27][C:11]2[N:12]=[C:13]([C:15]3[CH:20]=[CH:19][C:18]([O:21][CH2:22][CH:23]4[CH2:25][CH2:24]4)=[C:17]([Cl:26])[CH:16]=3)[O:14][C:10]=2[CH2:9][CH2:8]1)=[N+]=[N-].C1(P([C:42]2[CH:47]=CC=CC=2)C2C=CC=CC=2)C=CC=CC=1.[OH2:48]. (3) Given the product [CH2:33]([N:8]1[CH2:7][C:6]([F:25])([F:5])[O:23][C:10]2([CH2:11][CH2:12][N:13]([C:16]([O:18][C:19]([CH3:22])([CH3:21])[CH3:20])=[O:17])[CH2:14][CH2:15]2)[CH2:9]1)[C:34]#[C:35][CH3:36], predict the reactants needed to synthesize it. The reactants are: CSC.B.[F:5][C:6]1([F:25])[O:23][C:10]2([CH2:15][CH2:14][N:13]([C:16]([O:18][C:19]([CH3:22])([CH3:21])[CH3:20])=[O:17])[CH2:12][CH2:11]2)[CH2:9][NH:8][C:7]1=O.CN(C)CCN.O1[CH2:36][CH2:35][CH2:34][CH2:33]1. (4) The reactants are: [CH3:1][O:2][C:3]1[CH:4]=[C:5]2[C:10](=[CH:11][C:12]=1[O:13][CH3:14])[N:9]=[CH:8][N:7]=[C:6]2[O:15][C:16]1[CH:22]=[CH:21][C:19]([NH2:20])=[CH:18][CH:17]=1.C(N(CC)CC)C.[C:30](Cl)(Cl)=[S:31].[CH3:34][N:35]([CH3:39])[CH2:36][CH2:37][NH2:38]. Given the product [CH3:1][O:2][C:3]1[CH:4]=[C:5]2[C:10](=[CH:11][C:12]=1[O:13][CH3:14])[N:9]=[CH:8][N:7]=[C:6]2[O:15][C:16]1[CH:22]=[CH:21][C:19]([NH:20][C:30]([NH:38][CH2:37][CH2:36][N:35]([CH3:39])[CH3:34])=[S:31])=[CH:18][CH:17]=1, predict the reactants needed to synthesize it. (5) Given the product [CH2:9]([C@:16]12[CH2:26][CH2:25][C:24]([OH:27])([C:1]3[CH:6]=[CH:5][CH:4]=[CH:3][CH:2]=3)[CH2:23][C@H:22]1[CH2:21][CH2:20][CH2:19][C:18]1[CH:28]=[C:29]([O:32][S:33]([C:36]([F:39])([F:37])[F:38])(=[O:35])=[O:34])[CH:30]=[CH:31][C:17]2=1)[C:10]1[CH:11]=[CH:12][CH:13]=[CH:14][CH:15]=1.[CH2:40]([C@@:47]12[CH2:57][CH2:56][C:55]([OH:58])([C:1]3[CH:6]=[CH:5][CH:4]=[CH:3][CH:2]=3)[CH2:54][C@@H:53]1[CH2:52][CH2:51][CH2:50][C:49]1[CH:59]=[C:60]([O:63][S:64]([C:67]([F:70])([F:68])[F:69])(=[O:66])=[O:65])[CH:61]=[CH:62][C:48]2=1)[C:41]1[CH:42]=[CH:43][CH:44]=[CH:45][CH:46]=1, predict the reactants needed to synthesize it. The reactants are: [C:1]1([Mg]Br)[CH:6]=[CH:5][CH:4]=[CH:3][CH:2]=1.[CH2:9]([C@:16]12[CH2:26][CH2:25][C:24](=[O:27])[CH2:23][C@H:22]1[CH2:21][CH2:20][CH2:19][C:18]1[CH:28]=[C:29]([O:32][S:33]([C:36]([F:39])([F:38])[F:37])(=[O:35])=[O:34])[CH:30]=[CH:31][C:17]2=1)[C:10]1[CH:15]=[CH:14][CH:13]=[CH:12][CH:11]=1.[CH2:40]([C@@:47]12[CH2:57][CH2:56][C:55](=[O:58])[CH2:54][C@@H:53]1[CH2:52][CH2:51][CH2:50][C:49]1[CH:59]=[C:60]([O:63][S:64]([C:67]([F:70])([F:69])[F:68])(=[O:66])=[O:65])[CH:61]=[CH:62][C:48]2=1)[C:41]1[CH:46]=[CH:45][CH:44]=[CH:43][CH:42]=1.[NH4+].[Cl-]. (6) Given the product [CH3:19][O:18][C:12]1[CH:17]=[CH:16][C:15]([C:1](=[O:6])[CH2:2][CH:3]([CH3:5])[CH3:4])=[CH:14][CH:13]=1, predict the reactants needed to synthesize it. The reactants are: [C:1](Cl)(=[O:6])[CH2:2][CH:3]([CH3:5])[CH3:4].[Cl-].[Al+3].[Cl-].[Cl-].[C:12]1([O:18][CH3:19])[CH:17]=[CH:16][CH:15]=[CH:14][CH:13]=1. (7) Given the product [C:1]1([C:17]2[CH:18]=[CH:19][CH:20]=[CH:21][CH:22]=2)[CH:6]=[CH:5][CH:4]=[C:3]([NH:7][C:8]([CH2:9][CH:10]2[CH2:15][CH2:14][N:13]([C:28](=[O:29])[CH2:27][O:26][C:23](=[O:25])[CH3:24])[CH2:12][CH2:11]2)=[O:16])[CH:2]=1, predict the reactants needed to synthesize it. The reactants are: [C:1]1([C:17]2[CH:22]=[CH:21][CH:20]=[CH:19][CH:18]=2)[CH:6]=[CH:5][CH:4]=[C:3]([NH:7][C:8](=[O:16])[CH2:9][CH:10]2[CH2:15][CH2:14][NH:13][CH2:12][CH2:11]2)[CH:2]=1.[C:23]([O:26][CH2:27][C:28](Cl)=[O:29])(=[O:25])[CH3:24]. (8) Given the product [Si:1]([O:8][C@H:9]1[CH2:18][C:17]2([CH2:21][CH2:20][CH2:19]2)[CH2:16][C:15]2[N:14]=[C:13]([CH:22]3[CH2:27][CH2:26][O:25][CH2:24][CH2:23]3)[C:12]([C:28]([O:30][CH2:31][CH3:32])=[O:29])=[C:11]([C:37]3[CH2:38][CH2:39][O:34][CH2:35][CH:36]=3)[C:10]1=2)([C:4]([CH3:7])([CH3:6])[CH3:5])([CH3:3])[CH3:2], predict the reactants needed to synthesize it. The reactants are: [Si:1]([O:8][C@H:9]1[CH2:18][C:17]2([CH2:21][CH2:20][CH2:19]2)[CH2:16][C:15]2[N:14]=[C:13]([CH:22]3[CH2:27][CH2:26][O:25][CH2:24][CH2:23]3)[C:12]([C:28]([O:30][CH2:31][CH3:32])=[O:29])=[C:11](I)[C:10]1=2)([C:4]([CH3:7])([CH3:6])[CH3:5])([CH3:3])[CH3:2].[O:34]1[CH2:39][CH:38]=[C:37](B2OC(C)(C)C(C)(C)O2)[CH2:36][CH2:35]1.C(=O)([O-])[O-].[Cs+].[Cs+].[F-].[Cs+]. (9) Given the product [CH3:12][C:13]1([CH2:18][NH:19][C:1](=[O:11])/[CH:2]=[CH:3]/[CH2:4][CH2:5][CH2:6][CH2:7][CH2:8][CH3:9])[CH2:17][CH2:16][O:15][CH2:14]1, predict the reactants needed to synthesize it. The reactants are: [C:1]([OH:11])(=O)/[CH:2]=[CH:3]/[CH2:4][CH2:5][CH2:6][CH2:7][CH2:8][CH3:9].[CH3:12][C:13]1([CH2:18][NH2:19])[CH2:17][CH2:16][O:15][CH2:14]1.O1CCCC1.Cl.C(N=C=NCCCN(C)C)C. (10) The reactants are: [F:1][CH:2]([F:16])[CH2:3][O:4][C:5]1[CH:13]=[C:12]([NH2:14])[C:11]([NH2:15])=[CH:10][C:6]=1[C:7]([OH:9])=[O:8].[Cl:17][C:18]1[C:31]([N:32]=[C:33]=S)=[C:30]([Cl:35])[CH:29]=[CH:28][C:19]=1[CH2:20][NH:21][C:22](=[O:27])[C:23]([CH3:26])([CH3:25])[CH3:24].FC(F)(F)C(=N[Si](C)(C)C)O[Si](C)(C)C.CC(C)N=C=NC(C)C. Given the product [Cl:17][C:18]1[C:19]([CH2:20][NH:21][C:22](=[O:27])[C:23]([CH3:24])([CH3:25])[CH3:26])=[CH:28][CH:29]=[C:30]([Cl:35])[C:31]=1[NH:32][C:33]1[NH:14][C:12]2[CH:13]=[C:5]([O:4][CH2:3][CH:2]([F:16])[F:1])[C:6]([C:7]([OH:9])=[O:8])=[CH:10][C:11]=2[N:15]=1, predict the reactants needed to synthesize it.